Dataset: Full USPTO retrosynthesis dataset with 1.9M reactions from patents (1976-2016). Task: Predict the reactants needed to synthesize the given product. (1) Given the product [C:22]1([NH:21][C:15](=[O:17])[CH2:14][N:7]2[C:8]3[C:13](=[CH:12][CH:11]=[CH:10][CH:9]=3)[C:5]3([C:4](=[O:20])[NH:3][C:2](=[O:1])[NH:19]3)[C:6]2=[O:18])[CH:27]=[CH:26][CH:25]=[CH:24][CH:23]=1, predict the reactants needed to synthesize it. The reactants are: [O:1]=[C:2]1[NH:19][C:5]2([C:13]3[C:8](=[CH:9][CH:10]=[CH:11][CH:12]=3)[N:7]([CH2:14][C:15]([OH:17])=O)[C:6]2=[O:18])[C:4](=[O:20])[NH:3]1.[NH2:21][C:22]1[CH:27]=[CH:26][CH:25]=[CH:24][CH:23]=1.C(N(CC)CC)C.C(O)(C(F)(F)F)=O. (2) Given the product [F:28][C:29]([F:38])([F:39])[C:30]1[CH:37]=[CH:36][C:33]([CH2:34][NH:35][C:9]([C:10]2[CH:11]=[CH:12][C:13]([O:16][C:17](=[O:26])[N:18]([CH3:25])[C:19]3[CH:20]=[CH:21][CH:22]=[CH:23][CH:24]=3)=[CH:14][CH:15]=2)=[O:27])=[CH:32][CH:31]=1, predict the reactants needed to synthesize it. The reactants are: O=C1CCC(=O)N1O[C:9](=[O:27])[C:10]1[CH:15]=[CH:14][C:13]([O:16][C:17](=[O:26])[N:18]([CH3:25])[C:19]2[CH:24]=[CH:23][CH:22]=[CH:21][CH:20]=2)=[CH:12][CH:11]=1.[F:28][C:29]([F:39])([F:38])[C:30]1[CH:37]=[CH:36][C:33]([CH2:34][NH2:35])=[CH:32][CH:31]=1. (3) Given the product [Cl:16][C:13]1[CH:14]=[N:15][C:4]2[N:3]=[C:2]([N:21]3[CH2:22][CH2:23][N:18]([CH3:17])[CH2:19][CH2:20]3)[N:7]3[N:8]=[C:9]([CH3:11])[N:10]=[C:6]3[C:5]=2[CH:12]=1, predict the reactants needed to synthesize it. The reactants are: Cl[C:2]1[N:7]2[N:8]=[C:9]([CH3:11])[N:10]=[C:6]2[C:5]2[CH:12]=[C:13]([Cl:16])[CH:14]=[N:15][C:4]=2[N:3]=1.[CH3:17][N:18]1[CH2:23][CH2:22][NH:21][CH2:20][CH2:19]1.